Predict the reaction yield, written as a fraction of the theoretical maximum amount of product (1.0 means a 100% yield; for example, 0.34 means a 34% yield). From a dataset of Reaction yield outcomes from USPTO patents with 853,638 reactions. The reactants are [Si]([O:8][CH2:9][CH2:10][CH:11]([N:13]1[N:17]=[N:16][C:15]([C:18]2[CH:23]=[CH:22][CH:21]=[C:20]([Cl:24])[CH:19]=2)=[N:14]1)[CH3:12])(C(C)(C)C)(C)C.C1(P(C2C=CC=CC=2)C2C=CC=CC=2)C=CC=CC=1.CCO[C:47](/[N:49]=N/C(OCC)=O)=O.ClC1C=C(C2N=NNN=2)C=CC=1.[Si](OCCC(O)C)(C(C)(C)C)(C)C. The catalyst is C1COCC1. The product is [Cl:24][C:20]1[CH:19]=[C:18]([C:15]2[N:16]=[N:17][N:13]([CH:11]([CH3:12])[CH2:10][C:9]([NH:49][CH3:47])=[O:8])[N:14]=2)[CH:23]=[CH:22][CH:21]=1. The yield is 0.980.